From a dataset of Forward reaction prediction with 1.9M reactions from USPTO patents (1976-2016). Predict the product of the given reaction. (1) Given the reactants [CH3:1][C:2]([C@H:4]1[C@@H:8]2[C@@H:9]3[C@@:22]([CH3:25])([CH2:23][CH2:24][C@@:7]2([C:31]([OH:33])=[O:32])[CH2:6][CH2:5]1)[C@@:21]1([CH3:26])[C@@H:12]([C@:13]2([CH3:30])[C@@H:18]([CH2:19][CH2:20]1)[C:17]([CH3:28])([CH3:27])[C@@H:16]([OH:29])[CH2:15][CH2:14]2)[CH2:11][CH2:10]3)=[CH2:3].[C:34](OC(=O)C)(=[O:36])[CH3:35], predict the reaction product. The product is: [CH3:3][C:2]([CH:4]1[CH:8]2[CH:9]3[C:22]([CH3:25])([CH2:23][CH2:24][C:7]2([C:31]([OH:33])=[O:32])[CH2:6][CH2:5]1)[C:21]1([CH3:26])[CH:12]([C:13]2([CH3:30])[CH:18]([CH2:19][CH2:20]1)[C:17]([CH3:27])([CH3:28])[CH:16]([O:29][C:34]([CH3:35])=[O:36])[CH2:15][CH2:14]2)[CH2:11][CH2:10]3)=[CH2:1]. (2) Given the reactants [NH2:1][OH:2].[CH:3]1([C:6]#[C:7][C:8]#[C:9][C:10]2[CH:27]=[CH:26][C:13]([C:14]([NH:16][CH:17]([C:22]3([OH:25])[CH2:24][CH2:23]3)[C:18](OC)=[O:19])=[O:15])=[CH:12][CH:11]=2)[CH2:5][CH2:4]1, predict the reaction product. The product is: [CH:3]1([C:6]#[C:7][C:8]#[C:9][C:10]2[CH:27]=[CH:26][C:13]([C:14]([NH:16][CH:17]([C:22]3([OH:25])[CH2:24][CH2:23]3)[C:18]([NH:1][OH:2])=[O:19])=[O:15])=[CH:12][CH:11]=2)[CH2:5][CH2:4]1. (3) Given the reactants I[C:2]1[CH:3]=[C:4]2[C:9](=[CH:10][CH:11]=1)[N:8]=[CH:7][CH:6]=[CH:5]2.[Li+].[Cl-].[CH2:14]([O:16][C:17](=[O:23])[C:18](OCC)=[O:19])[CH3:15], predict the reaction product. The product is: [O:19]=[C:18]([C:2]1[CH:3]=[C:4]2[C:9](=[CH:10][CH:11]=1)[N:8]=[CH:7][CH:6]=[CH:5]2)[C:17]([O:16][CH2:14][CH3:15])=[O:23].